This data is from NCI-60 drug combinations with 297,098 pairs across 59 cell lines. The task is: Regression. Given two drug SMILES strings and cell line genomic features, predict the synergy score measuring deviation from expected non-interaction effect. (1) Drug 1: C1=NC2=C(N1)C(=S)N=C(N2)N. Drug 2: C1=CC(=CC=C1C#N)C(C2=CC=C(C=C2)C#N)N3C=NC=N3. Cell line: SK-MEL-5. Synergy scores: CSS=18.5, Synergy_ZIP=2.17, Synergy_Bliss=-0.663, Synergy_Loewe=-17.8, Synergy_HSA=-3.42. (2) Drug 2: C1C(C(OC1N2C=NC3=C2NC=NCC3O)CO)O. Drug 1: COC1=NC(=NC2=C1N=CN2C3C(C(C(O3)CO)O)O)N. Cell line: UACC-257. Synergy scores: CSS=-3.76, Synergy_ZIP=2.80, Synergy_Bliss=1.60, Synergy_Loewe=0.849, Synergy_HSA=-1.17. (3) Drug 1: CN(C)C1=NC(=NC(=N1)N(C)C)N(C)C. Drug 2: CC12CCC3C(C1CCC2OP(=O)(O)O)CCC4=C3C=CC(=C4)OC(=O)N(CCCl)CCCl.[Na+]. Cell line: TK-10. Synergy scores: CSS=-2.37, Synergy_ZIP=1.79, Synergy_Bliss=2.73, Synergy_Loewe=-3.40, Synergy_HSA=-1.76. (4) Drug 1: CC1=CC2C(CCC3(C2CCC3(C(=O)C)OC(=O)C)C)C4(C1=CC(=O)CC4)C. Drug 2: C1=C(C(=O)NC(=O)N1)F. Cell line: HS 578T. Synergy scores: CSS=44.9, Synergy_ZIP=9.19, Synergy_Bliss=9.94, Synergy_Loewe=-0.272, Synergy_HSA=5.41. (5) Synergy scores: CSS=54.9, Synergy_ZIP=1.51, Synergy_Bliss=3.94, Synergy_Loewe=1.79, Synergy_HSA=6.47. Drug 1: COC1=C(C=C2C(=C1)N=CN=C2NC3=CC(=C(C=C3)F)Cl)OCCCN4CCOCC4. Drug 2: CCCS(=O)(=O)NC1=C(C(=C(C=C1)F)C(=O)C2=CNC3=C2C=C(C=N3)C4=CC=C(C=C4)Cl)F. Cell line: SK-MEL-5.